From a dataset of Peptide-MHC class I binding affinity with 185,985 pairs from IEDB/IMGT. Regression. Given a peptide amino acid sequence and an MHC pseudo amino acid sequence, predict their binding affinity value. This is MHC class I binding data. (1) The peptide sequence is SRPSGDLRQR. The MHC is Mamu-B03 with pseudo-sequence Mamu-B03. The binding affinity (normalized) is 0. (2) The peptide sequence is YPPPRYITV. The MHC is HLA-A11:01 with pseudo-sequence HLA-A11:01. The binding affinity (normalized) is 0.0847. (3) The peptide sequence is DPGNPNCLEW. The MHC is HLA-B35:01 with pseudo-sequence HLA-B35:01. The binding affinity (normalized) is 0. (4) The peptide sequence is FPRGQGVPI. The MHC is HLA-A68:01 with pseudo-sequence HLA-A68:01. The binding affinity (normalized) is 0.